This data is from Full USPTO retrosynthesis dataset with 1.9M reactions from patents (1976-2016). The task is: Predict the reactants needed to synthesize the given product. (1) Given the product [NH2:1][C:4]1[CH:18]=[CH:17][CH:16]=[CH:15][C:5]=1[CH2:6][CH2:7][C:8]1[C:9]([NH2:14])=[N:10][CH:11]=[N:12][CH:13]=1, predict the reactants needed to synthesize it. The reactants are: [N+:1]([C:4]1[CH:18]=[CH:17][CH:16]=[CH:15][C:5]=1/[CH:6]=[CH:7]/[C:8]1[C:9]([NH2:14])=[N:10][CH:11]=[N:12][CH:13]=1)([O-])=O. (2) Given the product [OH:13][C:8]1[CH:9]=[CH:10][CH:11]=[CH:12][C:7]=1[S:6][S:6][C:7]1[CH:8]=[CH:9][CH:10]=[CH:11][C:1]=1[OH:2], predict the reactants needed to synthesize it. The reactants are: [CH3:1][OH:2].II.O.[SH:6][C:7]1[CH:12]=[CH:11][CH:10]=[CH:9][C:8]=1[OH:13].